From a dataset of Catalyst prediction with 721,799 reactions and 888 catalyst types from USPTO. Predict which catalyst facilitates the given reaction. (1) Reactant: Cl[C:2]1[N:7]=[CH:6][CH:5]=[CH:4][N:3]=1.[NH2:8][C:9]1[CH:14]=[CH:13][CH:12]=[CH:11][C:10]=1[NH:15][C:16]([C:18]1[S:19][C:20]2[CH2:21][NH:22][CH2:23][CH2:24][C:25]=2[N:26]=1)=[O:17]. Product: [NH2:8][C:9]1[CH:14]=[CH:13][CH:12]=[CH:11][C:10]=1[NH:15][C:16]([C:18]1[S:19][C:20]2[CH2:21][N:22]([C:2]3[N:7]=[CH:6][CH:5]=[CH:4][N:3]=3)[CH2:23][CH2:24][C:25]=2[N:26]=1)=[O:17]. The catalyst class is: 3. (2) Reactant: Br[C:2]1[CH:3]=[CH:4][C:5]([O:18][CH2:19][C:20]2[CH:25]=[CH:24][CH:23]=[CH:22][CH:21]=2)=[C:6]([CH:17]=1)[C:7]([NH:9][C:10]1[CH:11]=[N:12][CH:13]=[C:14]([F:16])[CH:15]=1)=[O:8].[N:26]1[CH:31]=[CH:30][C:29](B(O)O)=[CH:28][CH:27]=1.C(=O)([O-])[O-].[Na+].[Na+]. Product: [F:16][C:14]1[CH:15]=[C:10]([NH:9][C:7](=[O:8])[C:6]2[CH:17]=[C:2]([C:29]3[CH:30]=[CH:31][N:26]=[CH:27][CH:28]=3)[CH:3]=[CH:4][C:5]=2[O:18][CH2:19][C:20]2[CH:25]=[CH:24][CH:23]=[CH:22][CH:21]=2)[CH:11]=[N:12][CH:13]=1. The catalyst class is: 12.